Dataset: NCI-60 drug combinations with 297,098 pairs across 59 cell lines. Task: Regression. Given two drug SMILES strings and cell line genomic features, predict the synergy score measuring deviation from expected non-interaction effect. (1) Drug 1: CCC1=CC2CC(C3=C(CN(C2)C1)C4=CC=CC=C4N3)(C5=C(C=C6C(=C5)C78CCN9C7C(C=CC9)(C(C(C8N6C)(C(=O)OC)O)OC(=O)C)CC)OC)C(=O)OC.C(C(C(=O)O)O)(C(=O)O)O. Drug 2: CC1=C(C(=CC=C1)Cl)NC(=O)C2=CN=C(S2)NC3=CC(=NC(=N3)C)N4CCN(CC4)CCO. Cell line: UACC-257. Synergy scores: CSS=4.85, Synergy_ZIP=-1.66, Synergy_Bliss=3.20, Synergy_Loewe=-2.36, Synergy_HSA=-0.866. (2) Drug 1: CN1CCC(CC1)COC2=C(C=C3C(=C2)N=CN=C3NC4=C(C=C(C=C4)Br)F)OC. Drug 2: CC(C1=C(C=CC(=C1Cl)F)Cl)OC2=C(N=CC(=C2)C3=CN(N=C3)C4CCNCC4)N. Cell line: SNB-75. Synergy scores: CSS=4.40, Synergy_ZIP=-3.10, Synergy_Bliss=0.454, Synergy_Loewe=-1.72, Synergy_HSA=-0.198. (3) Drug 1: CC1=C(C(=CC=C1)Cl)NC(=O)C2=CN=C(S2)NC3=CC(=NC(=N3)C)N4CCN(CC4)CCO. Drug 2: CC12CCC3C(C1CCC2OP(=O)(O)O)CCC4=C3C=CC(=C4)OC(=O)N(CCCl)CCCl.[Na+]. Cell line: RXF 393. Synergy scores: CSS=4.15, Synergy_ZIP=-1.87, Synergy_Bliss=1.11, Synergy_Loewe=0.162, Synergy_HSA=0.162. (4) Drug 1: C1C(C(OC1N2C=C(C(=O)NC2=O)F)CO)O. Drug 2: CS(=O)(=O)OCCCCOS(=O)(=O)C. Cell line: NCIH23. Synergy scores: CSS=9.98, Synergy_ZIP=-4.88, Synergy_Bliss=-1.33, Synergy_Loewe=-2.13, Synergy_HSA=-1.78. (5) Drug 1: CC1C(C(CC(O1)OC2CC(CC3=C2C(=C4C(=C3O)C(=O)C5=C(C4=O)C(=CC=C5)OC)O)(C(=O)C)O)N)O.Cl. Drug 2: CC1C(C(=O)NC(C(=O)N2CCCC2C(=O)N(CC(=O)N(C(C(=O)O1)C(C)C)C)C)C(C)C)NC(=O)C3=C4C(=C(C=C3)C)OC5=C(C(=O)C(=C(C5=N4)C(=O)NC6C(OC(=O)C(N(C(=O)CN(C(=O)C7CCCN7C(=O)C(NC6=O)C(C)C)C)C)C(C)C)C)N)C. Cell line: SR. Synergy scores: CSS=89.2, Synergy_ZIP=23.9, Synergy_Bliss=23.3, Synergy_Loewe=19.0, Synergy_HSA=27.8. (6) Drug 1: C1=C(C(=O)NC(=O)N1)F. Drug 2: CCCCCOC(=O)NC1=NC(=O)N(C=C1F)C2C(C(C(O2)C)O)O. Cell line: UO-31. Synergy scores: CSS=28.3, Synergy_ZIP=-2.63, Synergy_Bliss=-3.67, Synergy_Loewe=-5.11, Synergy_HSA=-1.06.